From a dataset of NCI-60 drug combinations with 297,098 pairs across 59 cell lines. Regression. Given two drug SMILES strings and cell line genomic features, predict the synergy score measuring deviation from expected non-interaction effect. (1) Drug 1: CCC1(CC2CC(C3=C(CCN(C2)C1)C4=CC=CC=C4N3)(C5=C(C=C6C(=C5)C78CCN9C7C(C=CC9)(C(C(C8N6C)(C(=O)OC)O)OC(=O)C)CC)OC)C(=O)OC)O.OS(=O)(=O)O. Drug 2: CS(=O)(=O)OCCCCOS(=O)(=O)C. Cell line: NCI-H226. Synergy scores: CSS=-0.667, Synergy_ZIP=1.29, Synergy_Bliss=0.948, Synergy_Loewe=-2.43, Synergy_HSA=-1.98. (2) Drug 1: CC(C1=C(C=CC(=C1Cl)F)Cl)OC2=C(N=CC(=C2)C3=CN(N=C3)C4CCNCC4)N. Drug 2: C1CN1P(=S)(N2CC2)N3CC3. Cell line: SF-268. Synergy scores: CSS=6.95, Synergy_ZIP=-3.13, Synergy_Bliss=1.35, Synergy_Loewe=-2.60, Synergy_HSA=-1.38. (3) Synergy scores: CSS=25.6, Synergy_ZIP=1.12, Synergy_Bliss=0.277, Synergy_Loewe=5.11, Synergy_HSA=5.55. Drug 1: CC(CN1CC(=O)NC(=O)C1)N2CC(=O)NC(=O)C2. Drug 2: CN(CCCl)CCCl.Cl. Cell line: KM12. (4) Drug 1: C1C(C(OC1N2C=C(C(=O)NC2=O)F)CO)O. Drug 2: CCC1(C2=C(COC1=O)C(=O)N3CC4=CC5=C(C=CC(=C5CN(C)C)O)N=C4C3=C2)O.Cl. Cell line: NCI-H460. Synergy scores: CSS=79.8, Synergy_ZIP=1.89, Synergy_Bliss=0.584, Synergy_Loewe=3.02, Synergy_HSA=3.89. (5) Drug 1: C1CCC(CC1)NC(=O)N(CCCl)N=O. Drug 2: C1=CN(C(=O)N=C1N)C2C(C(C(O2)CO)O)O.Cl. Cell line: A498. Synergy scores: CSS=21.1, Synergy_ZIP=-8.31, Synergy_Bliss=-5.12, Synergy_Loewe=-29.0, Synergy_HSA=-4.30. (6) Drug 1: CCCS(=O)(=O)NC1=C(C(=C(C=C1)F)C(=O)C2=CNC3=C2C=C(C=N3)C4=CC=C(C=C4)Cl)F. Drug 2: CC1=C2C(C(=O)C3(C(CC4C(C3C(C(C2(C)C)(CC1OC(=O)C(C(C5=CC=CC=C5)NC(=O)C6=CC=CC=C6)O)O)OC(=O)C7=CC=CC=C7)(CO4)OC(=O)C)O)C)OC(=O)C. Cell line: SF-539. Synergy scores: CSS=56.0, Synergy_ZIP=7.09, Synergy_Bliss=5.55, Synergy_Loewe=-25.2, Synergy_HSA=5.92. (7) Drug 1: CC1=C2C(C(=O)C3(C(CC4C(C3C(C(C2(C)C)(CC1OC(=O)C(C(C5=CC=CC=C5)NC(=O)C6=CC=CC=C6)O)O)OC(=O)C7=CC=CC=C7)(CO4)OC(=O)C)O)C)OC(=O)C. Drug 2: C1C(C(OC1N2C=NC(=NC2=O)N)CO)O. Cell line: DU-145. Synergy scores: CSS=45.7, Synergy_ZIP=0.769, Synergy_Bliss=0.999, Synergy_Loewe=2.40, Synergy_HSA=2.68.